This data is from Peptide-MHC class I binding affinity with 185,985 pairs from IEDB/IMGT. The task is: Regression. Given a peptide amino acid sequence and an MHC pseudo amino acid sequence, predict their binding affinity value. This is MHC class I binding data. The peptide sequence is YAPPIRGQIR. The binding affinity (normalized) is 0.120. The MHC is H-2-Db with pseudo-sequence H-2-Db.